Dataset: NCI-60 drug combinations with 297,098 pairs across 59 cell lines. Task: Regression. Given two drug SMILES strings and cell line genomic features, predict the synergy score measuring deviation from expected non-interaction effect. (1) Drug 1: CCC1=C2CN3C(=CC4=C(C3=O)COC(=O)C4(CC)O)C2=NC5=C1C=C(C=C5)O. Drug 2: CS(=O)(=O)CCNCC1=CC=C(O1)C2=CC3=C(C=C2)N=CN=C3NC4=CC(=C(C=C4)OCC5=CC(=CC=C5)F)Cl. Cell line: SNB-19. Synergy scores: CSS=44.3, Synergy_ZIP=2.35, Synergy_Bliss=3.69, Synergy_Loewe=-75.2, Synergy_HSA=3.59. (2) Drug 1: C1=NC2=C(N1)C(=S)N=C(N2)N. Drug 2: C1=NC2=C(N=C(N=C2N1C3C(C(C(O3)CO)O)O)F)N. Cell line: OVCAR-4. Synergy scores: CSS=22.2, Synergy_ZIP=-2.58, Synergy_Bliss=-0.797, Synergy_Loewe=-15.6, Synergy_HSA=-1.70. (3) Drug 1: C1=CN(C(=O)N=C1N)C2C(C(C(O2)CO)O)O.Cl. Drug 2: C(CCl)NC(=O)N(CCCl)N=O. Cell line: RPMI-8226. Synergy scores: CSS=13.9, Synergy_ZIP=-4.48, Synergy_Bliss=0.621, Synergy_Loewe=-4.36, Synergy_HSA=-3.46. (4) Drug 1: C1=CC=C(C=C1)NC(=O)CCCCCCC(=O)NO. Cell line: HS 578T. Synergy scores: CSS=27.4, Synergy_ZIP=-3.36, Synergy_Bliss=-1.22, Synergy_Loewe=-15.9, Synergy_HSA=0.00343. Drug 2: CC1C(C(CC(O1)OC2CC(OC(C2O)C)OC3=CC4=CC5=C(C(=O)C(C(C5)C(C(=O)C(C(C)O)O)OC)OC6CC(C(C(O6)C)O)OC7CC(C(C(O7)C)O)OC8CC(C(C(O8)C)O)(C)O)C(=C4C(=C3C)O)O)O)O. (5) Drug 1: CC1=C2C(C(=O)C3(C(CC4C(C3C(C(C2(C)C)(CC1OC(=O)C(C(C5=CC=CC=C5)NC(=O)C6=CC=CC=C6)O)O)OC(=O)C7=CC=CC=C7)(CO4)OC(=O)C)O)C)OC(=O)C. Drug 2: CC1CCCC2(C(O2)CC(NC(=O)CC(C(C(=O)C(C1O)C)(C)C)O)C(=CC3=CSC(=N3)C)C)C. Cell line: UACC-257. Synergy scores: CSS=36.1, Synergy_ZIP=-2.01, Synergy_Bliss=-1.49, Synergy_Loewe=-0.682, Synergy_HSA=1.42. (6) Synergy scores: CSS=4.78, Synergy_ZIP=-0.521, Synergy_Bliss=3.45, Synergy_Loewe=-0.232, Synergy_HSA=1.30. Drug 1: CC(CN1CC(=O)NC(=O)C1)N2CC(=O)NC(=O)C2. Cell line: NCI-H226. Drug 2: C1=NC2=C(N=C(N=C2N1C3C(C(C(O3)CO)O)O)F)N. (7) Drug 1: CCC1(CC2CC(C3=C(CCN(C2)C1)C4=CC=CC=C4N3)(C5=C(C=C6C(=C5)C78CCN9C7C(C=CC9)(C(C(C8N6C=O)(C(=O)OC)O)OC(=O)C)CC)OC)C(=O)OC)O.OS(=O)(=O)O. Drug 2: CS(=O)(=O)OCCCCOS(=O)(=O)C. Cell line: LOX IMVI. Synergy scores: CSS=8.42, Synergy_ZIP=-0.936, Synergy_Bliss=1.28, Synergy_Loewe=3.09, Synergy_HSA=0.00667.